This data is from Full USPTO retrosynthesis dataset with 1.9M reactions from patents (1976-2016). The task is: Predict the reactants needed to synthesize the given product. Given the product [C:10]1([P:16]([C:3]2[CH:4]=[C:5]([F:9])[CH:6]=[CH:7][CH:8]=2)([C:18]2[CH:23]=[CH:22][CH:21]=[CH:20][CH:19]=2)=[O:17])[CH:11]=[CH:12][CH:13]=[CH:14][CH:15]=1, predict the reactants needed to synthesize it. The reactants are: [Mg].Br[C:3]1[CH:4]=[C:5]([F:9])[CH:6]=[CH:7][CH:8]=1.[C:10]1([P:16](Cl)([C:18]2[CH:23]=[CH:22][CH:21]=[CH:20][CH:19]=2)=[O:17])[CH:15]=[CH:14][CH:13]=[CH:12][CH:11]=1.Cl.OO.